This data is from Forward reaction prediction with 1.9M reactions from USPTO patents (1976-2016). The task is: Predict the product of the given reaction. (1) Given the reactants [CH3:1][N:2]1[C:6]([Sn](CCCC)(CCCC)CCCC)=[CH:5][N:4]=[CH:3]1.[C:20]([N:23]1[C:32]2[C:27](=[CH:28][C:29](Br)=[CH:30][CH:31]=2)[C@H:26]([NH:34][C:35](=[O:40])[O:36][CH:37]([CH3:39])[CH3:38])[CH2:25][C@@H:24]1[CH3:41])(=[O:22])[CH3:21], predict the reaction product. The product is: [C:20]([N:23]1[C:32]2[C:27](=[CH:28][C:29]([C:6]3[N:2]([CH3:1])[CH:3]=[N:4][CH:5]=3)=[CH:30][CH:31]=2)[C@H:26]([NH:34][C:35](=[O:40])[O:36][CH:37]([CH3:38])[CH3:39])[CH2:25][C@@H:24]1[CH3:41])(=[O:22])[CH3:21]. (2) The product is: [F:55][C:43]([F:42])([F:54])[C:44]1[CH:45]=[CH:46][C:47]([S:50]([O:1][C:2]2[CH:10]=[CH:9][C:8]([C:11]3[N:12]([C:27]([O:29][C:30]([CH3:31])([CH3:33])[CH3:32])=[O:28])[C:13]4[C:18]([CH:19]=3)=[CH:17][C:16]([CH2:20][N:21]3[CH2:26][CH2:25][CH2:24][CH2:23][CH2:22]3)=[CH:15][CH:14]=4)=[C:7]3[C:3]=2[CH2:4][NH:5][C:6]3=[O:34])(=[O:52])=[O:51])=[CH:48][CH:49]=1. Given the reactants [OH:1][C:2]1[CH:10]=[CH:9][C:8]([C:11]2[N:12]([C:27]([O:29][C:30]([CH3:33])([CH3:32])[CH3:31])=[O:28])[C:13]3[C:18]([CH:19]=2)=[CH:17][C:16]([CH2:20][N:21]2[CH2:26][CH2:25][CH2:24][CH2:23][CH2:22]2)=[CH:15][CH:14]=3)=[C:7]2[C:3]=1[CH2:4][NH:5][C:6]2=[O:34].C(N(CC)CC)C.[F:42][C:43]([F:55])([F:54])[C:44]1[CH:49]=[CH:48][C:47]([S:50](Cl)(=[O:52])=[O:51])=[CH:46][CH:45]=1, predict the reaction product. (3) Given the reactants [CH3:1][C:2]1[N:6]([CH:7]2[CH2:12][CH2:11][O:10][CH2:9][CH2:8]2)[C:5]2[CH:13]=[CH:14][C:15]([C:17]([OH:19])=O)=[CH:16][C:4]=2[N:3]=1.N[C:21]1[C:26]([O:27][CH3:28])=[CH:25][CH:24]=[CH:23][C:22]=1O.CC[N:32]=C=NCCCN(C)C.CS(O)(=O)=O.C(=O)([O-])O.[Na+], predict the reaction product. The product is: [CH3:28][O:27][C:26]1[CH:25]=[CH:24][C:23]2[O:19][C:17]([C:15]3[CH:14]=[CH:13][C:5]4[N:6]([CH:7]5[CH2:8][CH2:9][O:10][CH2:11][CH2:12]5)[C:2]([CH3:1])=[N:3][C:4]=4[CH:16]=3)=[N:32][C:22]=2[CH:21]=1. (4) Given the reactants [C:1]([O:5][C:6]([N:8]1[CH2:13][CH2:12][N:11]2[C:14]([CH2:19][CH3:20])=[N:15][C:16]([CH:17]=[O:18])=[C:10]2[CH:9]1[CH2:21][CH2:22][C:23]1[CH:28]=[CH:27][C:26]([C:29]([F:32])([F:31])[F:30])=[CH:25][CH:24]=1)=[O:7])([CH3:4])([CH3:3])[CH3:2].CC(C[AlH]CC(C)C)C.C1COCC1, predict the reaction product. The product is: [C:1]([O:5][C:6]([N:8]1[CH2:13][CH2:12][N:11]2[C:14]([CH2:19][CH3:20])=[N:15][C:16]([CH2:17][OH:18])=[C:10]2[CH:9]1[CH2:21][CH2:22][C:23]1[CH:24]=[CH:25][C:26]([C:29]([F:30])([F:32])[F:31])=[CH:27][CH:28]=1)=[O:7])([CH3:2])([CH3:3])[CH3:4]. (5) Given the reactants [Cl:1][C:2]1[CH:10]=[CH:9][C:8]2[N:7]([CH2:11][C:12](OCC)=[O:13])[C:6]3[CH2:17][CH2:18][N:19]([CH3:21])[CH2:20][C:5]=3[C:4]=2[CH:3]=1.[NH:22]1[CH2:26][CH2:25][CH2:24][CH2:23]1, predict the reaction product. The product is: [Cl:1][C:2]1[CH:10]=[CH:9][C:8]2[N:7]([CH2:11][C:12]([N:22]3[CH2:26][CH2:25][CH2:24][CH2:23]3)=[O:13])[C:6]3[CH2:17][CH2:18][N:19]([CH3:21])[CH2:20][C:5]=3[C:4]=2[CH:3]=1. (6) Given the reactants [OH:1][CH2:2][C@H:3]1[O:7][C:6](=[O:8])[CH2:5][CH2:4]1.[C:9](Cl)([C:22]1[CH:27]=[CH:26][CH:25]=[CH:24][CH:23]=1)([C:16]1[CH:21]=[CH:20][CH:19]=[CH:18][CH:17]=1)[C:10]1[CH:15]=[CH:14][CH:13]=[CH:12][CH:11]=1.O, predict the reaction product. The product is: [C:9]([O:1][CH2:2][C@H:3]1[O:7][C:6](=[O:8])[CH2:5][CH2:4]1)([C:10]1[CH:15]=[CH:14][CH:13]=[CH:12][CH:11]=1)([C:22]1[CH:23]=[CH:24][CH:25]=[CH:26][CH:27]=1)[C:16]1[CH:17]=[CH:18][CH:19]=[CH:20][CH:21]=1. (7) The product is: [CH3:1][O:2][CH:3]([C:8]1[CH:17]=[CH:16][C:15]2[C:10](=[CH:11][CH:12]=[CH:13][CH:14]=2)[CH:9]=1)[C:4]([NH:19][NH2:20])=[O:5]. Given the reactants [CH3:1][O:2][CH:3]([C:8]1[CH:17]=[CH:16][C:15]2[C:10](=[CH:11][CH:12]=[CH:13][CH:14]=2)[CH:9]=1)[C:4](OC)=[O:5].O.[NH2:19][NH2:20], predict the reaction product. (8) Given the reactants [NH2:1][OH:2].OC1C=CC2NN=NC=2N=1.C(N=C=NC(C)C)(C)C.[O:22]=[C:23]1[C:31]2[C:26](=[CH:27][CH:28]=[CH:29][CH:30]=2)[C:25](=[O:32])[N:24]1[CH2:33][C:34]1[CH:42]=[CH:41][C:37]([C:38](O)=[O:39])=[CH:36][CH:35]=1, predict the reaction product. The product is: [O:22]=[C:23]1[C:31]2[C:26](=[CH:27][CH:28]=[CH:29][CH:30]=2)[C:25](=[O:32])[N:24]1[CH2:33][C:34]1[CH:42]=[CH:41][C:37]([C:38]([NH:1][OH:2])=[O:39])=[CH:36][CH:35]=1. (9) Given the reactants Br[CH2:2][C:3]1[CH:8]=[CH:7][C:6]([C:9]([NH:11][C:12]2[CH:17]=[C:16]([C:18]3[S:19][CH:20]=[CH:21][CH:22]=3)[CH:15]=[CH:14][C:13]=2[NH:23][C:24](=[O:30])[O:25][C:26]([CH3:29])([CH3:28])[CH3:27])=[O:10])=[CH:5][CH:4]=1.C(O)(=O)C(O)=O.[NH2:37][CH2:38][P:39](=[O:46])([O:43][CH2:44][CH3:45])[O:40][CH2:41][CH3:42].CCN(C(C)C)C(C)C.O, predict the reaction product. The product is: [CH3:29][C:26]([O:25][C:24]([NH:23][C:13]1[CH:14]=[CH:15][C:16]([C:18]2[S:19][CH:20]=[CH:21][CH:22]=2)=[CH:17][C:12]=1[NH:11][C:9]([C:6]1[CH:5]=[CH:4][C:3]([CH2:2][NH:37][CH2:38][P:39](=[O:46])([O:43][CH2:44][CH3:45])[O:40][CH2:41][CH3:42])=[CH:8][CH:7]=1)=[O:10])=[O:30])([CH3:27])[CH3:28]. (10) Given the reactants C([N:3]([CH2:17][CH3:18])[C:4](=[O:16])[C:5]1[CH:10]=[CH:9][CH:8]=[C:7]([O:11][CH2:12][O:13][CH3:14])[C:6]=1[CH3:15])C.[CH3:19][N:20]([CH3:27])[CH2:21][CH2:22][CH2:23]CC#N, predict the reaction product. The product is: [CH3:14][O:13][CH2:12][O:11][C:7]1[CH:8]=[CH:9][CH:10]=[C:5]2[C:6]=1[CH:15]=[C:17]([CH2:18][CH2:23][CH2:22][CH2:21][N:20]([CH3:27])[CH3:19])[NH:3][C:4]2=[O:16].